Task: Predict the reactants needed to synthesize the given product.. Dataset: Full USPTO retrosynthesis dataset with 1.9M reactions from patents (1976-2016) Given the product [F:1][C:2]1[CH:3]=[CH:4][CH:5]=[C:6]2[C:10]=1[N:9]([CH2:31][C:32]1[CH:27]=[CH:26][CH:36]=[CH:37][N:24]=1)[C:8](=[O:11])[C:7]12[C:23]2=[CH:22][C:17]3[O:18][CH2:19][CH2:20][O:21][C:16]=3[CH:15]=[C:14]2[O:13][CH2:12]1, predict the reactants needed to synthesize it. The reactants are: [F:1][C:2]1[CH:3]=[CH:4][CH:5]=[C:6]2[C:10]=1[NH:9][C:8](=[O:11])[C:7]12[C:23]2[C:14](=[CH:15][C:16]3[O:21][CH2:20][CH2:19][O:18][C:17]=3[CH:22]=2)[O:13][CH2:12]1.[NH:24]1[C:32]2[C:27](=CC=C[CH:31]=2)[C:26]2([C:36]3=[CH:37]C4OCOC=4C=C3OC2)C1=O.Br.BrCC1C=CC=CN=1.CC1C=CC(S(OC[C@H]2COCCO2)(=O)=O)=CC=1.